From a dataset of Forward reaction prediction with 1.9M reactions from USPTO patents (1976-2016). Predict the product of the given reaction. (1) Given the reactants Br[C:2]1[CH:12]=[CH:11][C:5]2[NH:6][C:7](=[O:10])[CH2:8][S:9][C:4]=2[CH:3]=1.[N+:13]([C:16]1[CH:17]=[C:18](B(O)O)[CH:19]=[CH:20][CH:21]=1)([O-:15])=[O:14].C(=O)([O-])[O-].[K+].[K+], predict the reaction product. The product is: [N+:13]([C:16]1[CH:21]=[C:20]([C:2]2[CH:12]=[CH:11][C:5]3[NH:6][C:7](=[O:10])[CH2:8][S:9][C:4]=3[CH:3]=2)[CH:19]=[CH:18][CH:17]=1)([O-:15])=[O:14]. (2) Given the reactants CON(C)[C:4]([C@@H:6]1[CH2:10][CH2:9][N:8]([C:11]([O:13][C:14]([CH3:17])([CH3:16])[CH3:15])=[O:12])[CH2:7]1)=[O:5].[CH2:19]([Mg]Br)[CH2:20][CH:21]=[CH2:22].O1CCC[CH2:26]1, predict the reaction product. The product is: [C:4]([C@@H:6]1[CH2:10][CH2:9][N:8]([C:11]([O:13][C:14]([CH3:15])([CH3:16])[CH3:17])=[O:12])[CH2:7]1)(=[O:5])[CH2:22][CH2:21][CH2:20][CH:19]=[CH2:26]. (3) Given the reactants [Br:1][C:2]1[CH:3]=[C:4]([Cl:14])[C:5]([C:8](N(OC)C)=[O:9])=[N:6][CH:7]=1.[H-].[H-].[H-].[H-].[Li+].[Al+3], predict the reaction product. The product is: [Br:1][C:2]1[CH:3]=[C:4]([Cl:14])[C:5]([CH:8]=[O:9])=[N:6][CH:7]=1. (4) The product is: [C:1]([CH2:3][CH2:4][CH2:5][CH:6]1[CH2:7][CH2:8][N:9]([C:12]([O:14][C:15]([CH3:18])([CH3:17])[CH3:16])=[O:13])[CH2:10][CH2:11]1)#[N:2]. Given the reactants [C:1](/[CH:3]=[CH:4]/[CH2:5][CH:6]1[CH2:11][CH2:10][N:9]([C:12]([O:14][C:15]([CH3:18])([CH3:17])[CH3:16])=[O:13])[CH2:8][CH2:7]1)#[N:2].C(/C=C\CC1CCN(C(OC(C)(C)C)=O)CC1)#N, predict the reaction product. (5) The product is: [CH2:27]([C@H:34]1[CH2:38][O:37][C:36](=[O:39])[N:35]1[C:40](=[O:47])[C@@H:41]([CH3:46])[CH2:42][CH2:43][CH2:44][N:8]([C:7]1[N:6]=[C:5]2[O:13][C:14]([C:20]3[CH:21]=[CH:22][C:23]([CH3:26])=[CH:24][CH:25]=3)=[C:15]([C:16]([NH:18][CH3:19])=[O:17])[C:4]2=[CH:3][C:2]=1[I:1])[S:9]([CH3:12])(=[O:10])=[O:11])[C:28]1[CH:29]=[CH:30][CH:31]=[CH:32][CH:33]=1. Given the reactants [I:1][C:2]1[CH:3]=[C:4]2[C:15]([C:16]([NH:18][CH3:19])=[O:17])=[C:14]([C:20]3[CH:25]=[CH:24][C:23]([CH3:26])=[CH:22][CH:21]=3)[O:13][C:5]2=[N:6][C:7]=1[NH:8][S:9]([CH3:12])(=[O:11])=[O:10].[CH2:27]([C@H:34]1[CH2:38][O:37][C:36](=[O:39])[N:35]1[C:40](=[O:47])[C@@H:41]([CH3:46])[CH2:42][CH2:43][CH2:44]Br)[C:28]1[CH:33]=[CH:32][CH:31]=[CH:30][CH:29]=1.C(=O)([O-])[O-].[Cs+].[Cs+].[Na+].[I-].Cl, predict the reaction product.